Dataset: Reaction yield outcomes from USPTO patents with 853,638 reactions. Task: Predict the reaction yield, written as a fraction of the theoretical maximum amount of product (1.0 means a 100% yield; for example, 0.34 means a 34% yield). (1) The reactants are C(O[C@H](CN1CCCC1)CO[C:8]1[CH:17]=[C:16]2[C:11]([C:12](=O)[NH:13][CH:14]=[N:15]2)=[CH:10][C:9]=1[O:19][CH3:20])(=O)C.S(Cl)([Cl:29])=O. The catalyst is CN(C=O)C. The product is [Cl:29][C:12]1[C:11]2[C:16](=[CH:17][CH:8]=[C:9]([O:19][CH3:20])[CH:10]=2)[N:15]=[CH:14][N:13]=1. The yield is 0.900. (2) The catalyst is C1COCC1. The reactants are [CH3:1][C:2]([O:5][C:6]([N:8]1[CH2:13][CH2:12][O:11][CH:10]([C:14](O)=[O:15])[CH2:9]1)=[O:7])([CH3:4])[CH3:3].B. The yield is 0.970. The product is [OH:15][CH2:14][CH:10]1[O:11][CH2:12][CH2:13][N:8]([C:6]([O:5][C:2]([CH3:4])([CH3:3])[CH3:1])=[O:7])[CH2:9]1. (3) The product is [C:9]([O:13][C:14]([N:16]1[C:24]2[C:19](=[C:20]([NH:30][C:31]3[CH:36]=[CH:35][C:34]([I:37])=[CH:33][C:32]=3[F:38])[C:21]([NH2:27])=[C:22]([O:25][CH3:26])[CH:23]=2)[CH:18]=[N:17]1)=[O:15])([CH3:12])([CH3:10])[CH3:11]. The reactants are S(S([O-])=O)([O-])=O.[Na+].[Na+].[C:9]([O:13][C:14]([N:16]1[C:24]2[C:19](=[C:20]([NH:30][C:31]3[CH:36]=[CH:35][C:34]([I:37])=[CH:33][C:32]=3[F:38])[C:21]([N+:27]([O-])=O)=[C:22]([O:25][CH3:26])[CH:23]=2)[CH:18]=[N:17]1)=[O:15])([CH3:12])([CH3:11])[CH3:10].C1COCC1.C(=O)([O-])O.[Na+]. The catalyst is O.O1CCOCC1. The yield is 0.730. (4) The reactants are C1(C[C:8]2[O:12][N:11]=[C:10]([CH2:13][CH2:14][CH2:15]O)[N:9]=2)C=CC=CC=1.[CH2:17]([N:21]1[C:29]2[N:28]=[C:27]([Cl:30])[N:26](CC=C)[C:25]=2[C:24](=[O:34])[NH:23][C:22]1=[O:35])[CH2:18][CH2:19][CH3:20].C1C=CC(P(C2C=CC=CC=2)C2C=CC=CC=2)=CC=1.[CH:74]1[CH:75]=[CH:76][C:71]([CH2:70]OC(/N=N/C(O[CH2:70][C:71]2[CH:76]=[CH:75][CH:74]=[CH:73][CH:72]=2)=O)=O)=[CH:72][CH:73]=1. The catalyst is C1COCC1. The product is [CH2:17]([N:21]1[C:29]2[N:28]=[C:27]([Cl:30])[NH:26][C:25]=2[C:24](=[O:34])[N:23]([CH2:15][CH2:14][CH2:13][C:10]2([CH2:70][C:71]3[CH:72]=[CH:73][CH:74]=[CH:75][CH:76]=3)[N:9]=[CH:8][O:12][NH:11]2)[C:22]1=[O:35])[CH2:18][CH2:19][CH3:20]. The yield is 0.630. (5) The reactants are CON(C)[C:4](=O)[C:5]1[CH:10]=[CH:9][C:8]([F:11])=[CH:7][C:6]=1[NH:12][CH2:13][CH3:14].[H-].[H-].[H-].[H-].[Li+].[Al+3].C1(P(=[CH:42][C:43]([O:45][CH3:46])=[O:44])(C2C=CC=CC=2)C2C=CC=CC=2)C=CC=CC=1. The catalyst is C1COCC1.C1(C)C=CC=CC=1. The product is [CH3:46][O:45][C:43](=[O:44])[CH:42]=[CH:4][C:5]1[CH:10]=[CH:9][C:8]([F:11])=[CH:7][C:6]=1[NH:12][CH2:13][CH3:14]. The yield is 0.570. (6) The reactants are CC1C=CC(S(O[CH2:12][CH:13]([CH2:24][OH:25])[CH2:14][CH2:15][O:16][C:17]2[CH:22]=[CH:21][C:20]([Br:23])=[CH:19][CH:18]=2)(=O)=O)=CC=1.C([Li])CCC. The catalyst is O1CCCC1. The product is [Br:23][C:20]1[CH:19]=[CH:18][C:17]([O:16][CH2:15][CH2:14][CH:13]2[CH2:12][O:25][CH2:24]2)=[CH:22][CH:21]=1. The yield is 0.370.